From a dataset of Experimentally validated miRNA-target interactions with 360,000+ pairs, plus equal number of negative samples. Binary Classification. Given a miRNA mature sequence and a target amino acid sequence, predict their likelihood of interaction. (1) The miRNA is hsa-miR-514b-3p with sequence AUUGACACCUCUGUGAGUGGA. The protein sequence of the target gene is MENQVLTPHVYWAQRHRELYLRVELSDVQNPAISITENVLHFKAQGHGAKGDNVYEFHLEFLDLVKPEPVYKLTQRQVNITVQKKVSQWWERLTKQEKRPLFLAPDFDRWLDESDAEMELRAKEEERLNKLRLESEGSPETLTNLRKGYLFMYNLVQFLGFSWIFVNLTVRFCILGKESFYDTFHTVADMMYFCQMLAVVETINAAIGVTTSPVLPSLIQLLGRNFILFIIFGTMEEMQNKAVVFFVFYLWSAIEIFRYSFYMLTCIDMDWKVLTWLRYTLWIPLYPLGCLAEAVSVIQS.... Result: 0 (no interaction). (2) The miRNA is hsa-miR-4305 with sequence CCUAGACACCUCCAGUUC. The protein sequence of the target gene is MASKEMFEDTVEERVINEEYKIWKKNTPFLYDLVMTHALQWPSLTVQWLPEVTKPEGKDYALHWLVLGTHTSDEQNHLVVARVHIPNDDAQFDASHCDSDKGEFGGFGSVTGKIECEIKINHEGEVNRARYMPQNPHIIATKTPSSDVLVFDYTKHPAKPDPSGECNPDLRLRGHQKEGYGLSWNSNLSGHLLSASDDHTVCLWDINAGPKEGKIVDAKAIFTGHSAVVEDVAWHLLHESLFGSVADDQKLMIWDTRSNTTSKPSHLVDAHTAEVNCLSFNPYSEFILATGSADKTVALW.... Result: 0 (no interaction). (3) The miRNA is hsa-miR-8087 with sequence GAAGACUUCUUGGAUUACAGGGG. The protein sequence of the target gene is MDASRPKSSESQSSLEAPRPGPNPSPNVVNKPLQRDFPGMVADRLPPKTGVVVIDMGTGTCKVGFAGQASPTYTVATILGCQPKKPATSGQSGLQTFIGEAARVLPELTLVQPLRSGIVVDWDAAELIWRHLLEHDLRVATHDHPLLFSDPPFSPATNREKLVEVAFESLRSPAMYVASQSVLSVYAHGRVSGLVVDTGHGVTYTVPVFQGYNLLHATERLDLAGNHLTAFLAEMLLQAGLPLGQQDLDLVENIKHHYCYVASDFQKEQARPEQEYKRTLKLPDGRTVTLGKELFQCPEL.... Result: 0 (no interaction). (4) The miRNA is hsa-miR-6860 with sequence ACUGGGCAGGGCUGUGGUGAGU. The protein sequence of the target gene is MDSYSAPESTPSASSRPEDYFIGATPLQKRLESVRKQSSFILTPPRRKIPQCSQLQEDVDPQKVAFLLHKQWTLYSLTPLYKFSYSNLKEYSRLLNAFIVAEKQKGLAVEVGEDFNIKVIFSTLLGMKGTQRDPEAFLVQIVSKSQLPSENREGKVLWTGWFCCVFGDSLLETVSEDFTCLPLFLANGAESNTAIIGTWFQKTFDCYFSPLAINAFNLSWMAAMWTACKMDHYVATTEFLWSVPCSPQSLDISFAIHPEDAKALWDSVHKTPGEVTQEEVDLFMDCLYSHFHRHFKIHLS.... Result: 1 (interaction). (5) The miRNA is hsa-miR-532-5p with sequence CAUGCCUUGAGUGUAGGACCGU. The protein sequence of the target gene is MLRVVSWNINGIRRPLQGVANQEPSNCAAVAVGRILDELDADIVCLQETKVTRDALTEPLAIVEGYNSYFSFSRNRSGYSGVATFCKDNATPVAAEEGLSGLFATQNGDVGCYGNMDEFTQEELRALDSEGRALLTQHKIRTWEGKEKTLTLINVYCPHADPGRPERLVFKMRFYRLLQIRAEALLAAGSHVIILGDLNTAHRPIDHWDAVNLECFEEDPGRKWMDSLLSNLGCQSASHVGPFIDSYRCFQPKQEGAFTCWSAVTGARHLNYGSRLDYVLGDRTLVIDTFQASFLLPEVM.... Result: 0 (no interaction). (6) The miRNA is hsa-miR-5692c with sequence AAUAAUAUCACAGUAGGUGUAC. The protein sequence of the target gene is MQGSTRRMGVMTDVHRRFLQLLMTHGVLEEWDVKRLQTHCYKVHDRNATVDKLEDFINNINSVLESLYIEIKRGVTEDDGRPIYALVNLATTSISKMATDFAENELDLFRKALELIIDSETGFASSTNILNLVDQLKGKKMRKKEAEQVLQKFVQNKWLIEKEGEFTLHGRAILEMEQYIRETYPDAVKICNICHSLLIQGQSCETCGIRMHLPCVAKYFQSNAEPRCPHCNDYWPHEIPKVFDPEKERESGVLKSNKKSLRSRQH. Result: 0 (no interaction). (7) The miRNA is mmu-miR-693-5p with sequence CAGCCACAUCCGAAAGUUUUC. The protein sequence of the target gene is MRNSETLERGVGGCRVFSCLGSYPGIEGAGLALLADLALGGRLLGTHMSQWHHPRSGWGRRRDFSGRSSAKKKGGNHIPERWKDYLPVGQRMPGTRFIAFKVPLQKSFEKKLAPEECFSPLDLFNKIREQNEELGLIIDLTYTQRYYKPEDLPETVPYLKIFTVGHQVPDDETIFKFKHAVNGFLKENKDNDKLIGVHCTHGLNRTGYLICRYLIDVEGVRPDDAIELFNRCRGHCLERQNYIEDLQNGPIRKNWNSSVPRSSDFEDSAHLMQPVHNKPVKQGPRYNLHQIQGHSAPRHF.... Result: 0 (no interaction). (8) The miRNA is hsa-miR-6514-3p with sequence CUGCCUGUUCUUCCACUCCAG. The protein sequence of the target gene is MERRLGVRAWVKENRGSFQPPVCNKLMHQEQLKVMFIGGPNTRKDYHIEEGEEVFYQLEGDMVLRVLEQGKHRDVVIRQGEIFLLPARVPHSPQRFANTVGLVVERRRLETELDGLRYYVGDTMDVLFEKWFYCKDLGTQLAPIIQEFFSSEQYRTGKPIPDQLLKEPPFPLSTRSIMEPMSLDAWLDSHHRELQAGTPLSLFGDTYETQVIAYGQGSSEGLRQNVDVWLWQLEGSSVVTMGGRRLSLAPDDSLLVLAGTSYAWERTQGSVALSVTQDPACKKPLG. Result: 0 (no interaction).